Dataset: Reaction yield outcomes from USPTO patents with 853,638 reactions. Task: Predict the reaction yield, written as a fraction of the theoretical maximum amount of product (1.0 means a 100% yield; for example, 0.34 means a 34% yield). (1) The product is [CH:1]1([C:5]2[C:10]([O:11][CH2:24][C:25]3[CH:26]=[CH:27][C:28]([CH2:31][C:32]([OH:34])=[O:33])=[CH:29][CH:30]=3)=[C:9]([F:12])[C:8]([C:13]3[CH:22]=[N:21][C:20]4[NH:19][CH2:18][CH2:17][O:16][C:15]=4[CH:14]=3)=[CH:7][CH:6]=2)[CH2:2][CH2:3][CH2:4]1. The reactants are [CH:1]1([C:5]2[C:10]([OH:11])=[C:9]([F:12])[C:8]([C:13]3[CH:22]=[N:21][C:20]4[NH:19][CH2:18][CH2:17][O:16][C:15]=4[CH:14]=3)=[CH:7][CH:6]=2)[CH2:4][CH2:3][CH2:2]1.Br[CH2:24][C:25]1[CH:30]=[CH:29][C:28]([CH2:31][C:32]([OH:34])=[O:33])=[CH:27][CH:26]=1.CC(C)([O-])C.[K+]. The yield is 0.0900. The catalyst is CS(C)=O. (2) The reactants are [Br:1][C:2]1[CH:3]=[C:4]([S:9](Cl)(=[O:11])=[O:10])[CH:5]=[CH:6][C:7]=1[F:8].[NH:13]1[C:21]2[C:16](=[CH:17][CH:18]=[CH:19][CH:20]=2)[CH2:15][CH2:14]1.C(N(CC)C(C)C)(C)C. The catalyst is O1CCCC1. The product is [Br:1][C:2]1[CH:3]=[C:4]([S:9]([N:13]2[C:21]3[C:16](=[CH:17][CH:18]=[CH:19][CH:20]=3)[CH2:15][CH2:14]2)(=[O:11])=[O:10])[CH:5]=[CH:6][C:7]=1[F:8]. The yield is 0.670. (3) The reactants are I[C:2]1[CH:3]=[C:4]2[C:9](=[CH:10][CH:11]=1)[O:8][C@@H:7]([CH2:12][NH:13][C:14](=[O:20])[O:15][C:16]([CH3:19])([CH3:18])[CH3:17])[CH2:6][CH2:5]2.[C:21]([O:30][CH2:31][CH3:32])(=[O:29])[C:22]1[C:23](=[CH:25][CH:26]=[CH:27][CH:28]=1)[OH:24].CC(C)(C(=O)CC(=O)C(C)(C)C)C.C(=O)([O-])[O-].[Cs+].[Cs+]. The catalyst is CN1C(=O)CCC1.Cl[Cu]. The product is [C:16]([O:15][C:14]([NH:13][CH2:12][C@H:7]1[CH2:6][CH2:5][C:4]2[C:9](=[CH:10][CH:11]=[C:2]([O:24][C:23]3[CH:25]=[CH:26][CH:27]=[CH:28][C:22]=3[C:21]([O:30][CH2:31][CH3:32])=[O:29])[CH:3]=2)[O:8]1)=[O:20])([CH3:19])([CH3:18])[CH3:17]. The yield is 0.280. (4) The reactants are [CH2:1]=O.Cl.[CH3:4][NH:5][CH3:6].[CH3:7][N:8]1[CH:12]=[CH:11][CH:10]=[CH:9]1. The catalyst is [OH-].[Na+]. The product is [CH3:4][N:5]([CH2:1][C:9]1[N:8]([CH3:7])[CH:12]=[CH:11][CH:10]=1)[CH3:6]. The yield is 0.860. (5) The reactants are [Br:1][C:2]1[CH:3]=[CH:4][C:5]([Cl:10])=[C:6]([CH:9]=1)[CH2:7]O.C1C=CC(P([N:25]=[N+:26]=[N-:27])(C2C=CC=CC=2)=O)=CC=1.C1CCN2C(=NCCC2)CC1. The catalyst is C1(C)C=CC=CC=1. The product is [Br:1][C:2]1[CH:3]=[CH:4][C:5]([Cl:10])=[C:6]([CH:9]=1)[CH2:7][N:25]=[N+:26]=[N-:27]. The yield is 0.860. (6) The reactants are [CH3:1][O:2][C:3]1[CH:14]=[CH:13][C:6]([O:7][CH2:8][C:9]([NH:11][NH2:12])=O)=[CH:5][CH:4]=1.[C:15]1([CH2:21][CH2:22][N:23]=[C:24]=[S:25])[CH:20]=[CH:19][CH:18]=[CH:17][CH:16]=1. No catalyst specified. The product is [CH3:1][O:2][C:3]1[CH:14]=[CH:13][C:6]([O:7][CH2:8][C:9]2[N:23]([CH2:22][CH2:21][C:15]3[CH:20]=[CH:19][CH:18]=[CH:17][CH:16]=3)[C:24](=[S:25])[NH:12][N:11]=2)=[CH:5][CH:4]=1. The yield is 0.870. (7) The reactants are C([O:5][C:6](=[O:31])[N:7]([CH2:9][C:10]1[CH:14]=[C:13]([C:15]2[C:16]([Cl:21])=[N:17][CH:18]=[CH:19][CH:20]=2)[N:12]([S:22]([C:25]2[CH:26]=[N:27][CH:28]=[CH:29][CH:30]=2)(=[O:24])=[O:23])[CH:11]=1)C)(C)(C)C.[C:32]([O:35]CC)(=[O:34])[CH3:33].Cl.[CH2:39](O)C. No catalyst specified. The product is [C:6]([OH:5])(=[O:31])/[CH:39]=[CH:33]/[C:32]([OH:35])=[O:34].[Cl:21][C:16]1[C:15]([C:13]2[N:12]([S:22]([C:25]3[CH:26]=[N:27][CH:28]=[CH:29][CH:30]=3)(=[O:23])=[O:24])[CH:11]=[C:10]([CH2:9][NH:7][CH3:6])[CH:14]=2)=[CH:20][CH:19]=[CH:18][N:17]=1. The yield is 0.680.